Dataset: Full USPTO retrosynthesis dataset with 1.9M reactions from patents (1976-2016). Task: Predict the reactants needed to synthesize the given product. (1) Given the product [Cl:27][C:21]1[CH:22]=[C:23]([Cl:26])[CH:24]=[CH:25][C:20]=1[C:18]1[S:19][C:15]([CH2:14][O:13][C:10]2[CH:11]=[CH:12][C:7]([CH2:6][CH:5]([O:30][CH2:31][CH3:32])[C:4]([OH:33])=[O:3])=[C:8]([CH3:29])[CH:9]=2)=[C:16]([CH3:28])[N:17]=1, predict the reactants needed to synthesize it. The reactants are: C([O:3][C:4](=[O:33])[CH:5]([O:30][CH2:31][CH3:32])[CH2:6][C:7]1[CH:12]=[CH:11][C:10]([O:13][CH2:14][C:15]2[S:19][C:18]([C:20]3[CH:25]=[CH:24][C:23]([Cl:26])=[CH:22][C:21]=3[Cl:27])=[N:17][C:16]=2[CH3:28])=[CH:9][C:8]=1[CH3:29])C.[Li+].[OH-]. (2) Given the product [O:1]=[CH:2][CH2:3][CH2:4][CH2:5][CH2:6][CH2:7][NH:8][C:9](=[O:15])[O:10][C:11]([CH3:13])([CH3:12])[CH3:14], predict the reactants needed to synthesize it. The reactants are: [OH:1][CH2:2][CH2:3][CH2:4][CH2:5][CH2:6][CH2:7][NH:8][C:9](=[O:15])[O:10][C:11]([CH3:14])([CH3:13])[CH3:12].CC(OI1(OC(C)=O)(OC(C)=O)OC(=O)C2C=CC=CC1=2)=O.C(=O)(O)[O-].[Na+].C(OCC)(=O)C. (3) Given the product [O:33]1[C:37]2[CH:38]=[CH:39][C:40]([C:42]([NH:44][C:45]3[CH:46]=[CH:47][C:48]([C:51]4[CH:59]=[C:58]5[C:54]([CH2:55][N:56]([C@@H:61]([CH:66]([CH3:68])[CH3:67])[C:62]([OH:64])=[O:63])[C:57]5=[O:60])=[CH:53][CH:52]=4)=[CH:49][CH:50]=3)=[O:43])=[CH:41][C:36]=2[O:35][CH2:34]1, predict the reactants needed to synthesize it. The reactants are: C(NC1C=CC(C2C=C3C(CN([C@@H](C(C)C)C(O)=O)C3=O)=CC=2)=CC=1)(=O)C1C=CC=CC=1.[O:33]1[C:37]2[CH:38]=[CH:39][C:40]([C:42]([NH:44][C:45]3[CH:50]=[CH:49][C:48]([C:51]4[CH:59]=[C:58]5[C:54]([CH2:55][N:56]([C@@H:61]([CH:66]([CH3:68])[CH3:67])[C:62]([O:64]C)=[O:63])[C:57]5=[O:60])=[CH:53][CH:52]=4)=[CH:47][CH:46]=3)=[O:43])=[CH:41][C:36]=2[O:35][CH2:34]1. (4) Given the product [Cl:1][C:2]1[CH:3]=[CH:4][C:5]([CH:8]([C:26]2[CH:27]=[CH:28][CH:29]=[CH:30][CH:31]=2)[N:9]2[CH2:10][C:11](=[C:13]([C:18]3[CH:23]=[C:22]([F:24])[CH:21]=[C:20]([F:25])[CH:19]=3)[C:37]([CH3:38])([OH:36])[CH3:32])[CH2:12]2)=[CH:6][CH:7]=1, predict the reactants needed to synthesize it. The reactants are: [Cl:1][C:2]1[CH:7]=[CH:6][C:5]([CH:8]([C:26]2[CH:31]=[CH:30][CH:29]=[CH:28][CH:27]=2)[N:9]2[CH2:12][C:11](=[C:13]([C:18]3[CH:23]=[C:22]([F:24])[CH:21]=[C:20]([F:25])[CH:19]=3)C(OC)=O)[CH2:10]2)=[CH:4][CH:3]=1.[CH3:32][Li].CC[O:36][CH2:37][CH3:38]. (5) Given the product [CH3:1][N:2]([CH3:23])[C:3]1[N:8]=[CH:7][C:6]([C:9]2[N:13]3[CH:14]=[CH:15][CH:16]=[CH:17][C:12]3=[N:11][C:10]=2[CH2:18][OH:19])=[CH:5][CH:4]=1, predict the reactants needed to synthesize it. The reactants are: [CH3:1][N:2]([CH3:23])[C:3]1[N:8]=[CH:7][C:6]([C:9]2[N:13]3[CH:14]=[CH:15][CH:16]=[CH:17][C:12]3=[N:11][C:10]=2[C:18](OCC)=[O:19])=[CH:5][CH:4]=1.[BH4-].[Li+].[OH-].[Na+]. (6) The reactants are: [Br:1][C:2]1[CH:3]=[C:4]([CH2:9][CH2:10][C:11]([O:13][CH3:14])=[O:12])[CH:5]=[CH:6][C:7]=1[OH:8].S(Cl)([Cl:18])(=O)=O.C(=O)([O-])O.[Na+]. Given the product [Br:1][C:2]1[CH:3]=[C:4]([CH2:9][CH2:10][C:11]([O:13][CH3:14])=[O:12])[CH:5]=[C:6]([Cl:18])[C:7]=1[OH:8], predict the reactants needed to synthesize it. (7) Given the product [CH2:1]([O:8][C:9]1[CH:14]=[CH:13][C:12]([O:15][CH2:21][CH:22]2[O:23][CH2:24]2)=[CH:11][C:10]=1[C:16]([CH3:19])([CH3:18])[CH3:17])[C:2]1[CH:3]=[CH:4][CH:5]=[CH:6][CH:7]=1, predict the reactants needed to synthesize it. The reactants are: [CH2:1]([O:8][C:9]1[CH:14]=[CH:13][C:12]([OH:15])=[CH:11][C:10]=1[C:16]([CH3:19])([CH3:18])[CH3:17])[C:2]1[CH:7]=[CH:6][CH:5]=[CH:4][CH:3]=1.Cl[CH2:21][CH:22]1[CH2:24][O:23]1.C(=O)([O-])[O-].[K+].[K+].